Dataset: Forward reaction prediction with 1.9M reactions from USPTO patents (1976-2016). Task: Predict the product of the given reaction. (1) Given the reactants [CH3:1][N:2]([CH3:28])[C:3]1([C:22]2[CH:27]=[CH:26][CH:25]=[CH:24][CH:23]=2)[CH2:8][CH2:7][C:6]([CH2:10][CH2:11][CH2:12][C:13]#[C:14][Si:15]([CH2:20][CH3:21])([CH2:18][CH3:19])[CH2:16][CH3:17])([OH:9])[CH2:5][CH2:4]1.[F:29][C:30]1[CH:36]=[CH:35][C:33]([NH2:34])=[C:32](I)[CH:31]=1.C(=O)([O-])[O-].[Na+].[Na+], predict the reaction product. The product is: [CH3:28][N:2]([CH3:1])[C:3]1([C:22]2[CH:23]=[CH:24][CH:25]=[CH:26][CH:27]=2)[CH2:8][CH2:7][C:6]([CH2:10][CH2:11][CH2:12][C:13]2[C:35]3[C:33](=[CH:32][CH:31]=[C:30]([F:29])[CH:36]=3)[NH:34][C:14]=2[Si:15]([CH2:20][CH3:21])([CH2:18][CH3:19])[CH2:16][CH3:17])([OH:9])[CH2:5][CH2:4]1. (2) Given the reactants C(OC([N:8]1[CH2:13][CH2:12][CH:11]([S:14]([C:17]2[CH:22]=[CH:21][C:20]([NH:23][C:24]3[N:29]=[CH:28][C:27]([NH:30][C:31](=[O:50])[C:32]4[CH:37]=[C:36]([NH:38][C:39](=[O:48])[C:40]5[CH:45]=[CH:44][C:43]([O:46][CH3:47])=[CH:42][CH:41]=5)[CH:35]=[CH:34][C:33]=4[Cl:49])=[CH:26][N:25]=3)=[CH:19][CH:18]=2)(=[O:16])=[O:15])[CH2:10][CH2:9]1)=O)(C)(C)C.[C:51]([OH:57])([C:53]([F:56])([F:55])[F:54])=[O:52], predict the reaction product. The product is: [Cl:49][C:33]1[CH:34]=[CH:35][C:36]([NH:38][C:39](=[O:48])[C:40]2[CH:41]=[CH:42][C:43]([O:46][CH3:47])=[CH:44][CH:45]=2)=[CH:37][C:32]=1[C:31]([NH:30][C:27]1[CH:26]=[N:25][C:24]([NH:23][C:20]2[CH:19]=[CH:18][C:17]([S:14]([CH:11]3[CH2:12][CH2:13][NH:8][CH2:9][CH2:10]3)(=[O:15])=[O:16])=[CH:22][CH:21]=2)=[N:29][CH:28]=1)=[O:50].[C:51]([OH:57])([C:53]([F:56])([F:55])[F:54])=[O:52]. (3) Given the reactants [CH3:1][C:2]1[C:6](B(O)O)=[C:5]([CH3:10])[O:4][N:3]=1.Br[C:12]1[CH:13]=[C:14]([CH:16]=[CH:17][CH:18]=1)[NH2:15].C([O-])([O-])=O.[Na+].[Na+], predict the reaction product. The product is: [CH3:1][C:2]1[C:6]([C:12]2[CH:13]=[C:14]([NH2:15])[CH:16]=[CH:17][CH:18]=2)=[C:5]([CH3:10])[O:4][N:3]=1. (4) Given the reactants [Br:1][C:2]1[CH:3]=[CH:4][C:5]2[C:6](=[C:18]3[CH2:24][CH:23]4[N:25]([C:26](=[O:31])[C:27]([F:30])([F:29])[F:28])[CH:20]([CH2:21][CH2:22]4)[CH2:19]3)[C:7]3[C:12]([O:13][C:14]=2[CH:15]=1)=[C:11]([O:16][CH3:17])[CH:10]=[CH:9][CH:8]=3.C(N(CC)C(C1C=CC2C(=C3CC4NC(CC4)C3)C3C(OC=2C=1)=CC=CC=3)=O)C, predict the reaction product. The product is: [Br:1][C:2]1[CH:3]=[CH:4][C:5]2[CH:6]([CH:18]3[CH2:19][CH:20]4[N:25]([C:26](=[O:31])[C:27]([F:28])([F:29])[F:30])[CH:23]([CH2:22][CH2:21]4)[CH2:24]3)[C:7]3[C:12]([O:13][C:14]=2[CH:15]=1)=[C:11]([O:16][CH3:17])[CH:10]=[CH:9][CH:8]=3. (5) Given the reactants [Cl:1][C:2]1[CH:3]=[C:4]([CH:6]=[CH:7][CH:8]=1)[NH2:5].[CH2:9]([O:11][C:12](=[O:26])[CH:13]([C:18](=O)[C:19]1[CH:24]=[CH:23][CH:22]=[CH:21][CH:20]=1)[CH2:14][C:15](=O)[CH3:16])[CH3:10].CC1C=CC(S(O)(=O)=O)=CC=1, predict the reaction product. The product is: [CH2:9]([O:11][C:12]([C:13]1[CH:14]=[C:15]([CH3:16])[N:5]([C:4]2[CH:6]=[CH:7][CH:8]=[C:2]([Cl:1])[CH:3]=2)[C:18]=1[C:19]1[CH:20]=[CH:21][CH:22]=[CH:23][CH:24]=1)=[O:26])[CH3:10]. (6) Given the reactants [CH:1]1[CH:2]=[CH:3][N:4]2[CH2:10][C:9]3[CH:11]=[CH:12][CH:13]=[CH:14][C:8]=3[N:7]([C:15]([C:17]3[CH:22]=[CH:21][C:20]([C:23]4[CH:28]=[CH:27][CH:26]=[CH:25][C:24]=4[CH3:29])=[C:19]([CH3:30])[CH:18]=3)=[O:16])[CH2:6][C:5]=12.[Cl:31][CH2:32][C:33](Cl)=[O:34], predict the reaction product. The product is: [Cl:31][CH2:32][C:33]([C:3]1[N:4]2[C:5]([CH2:6][N:7]([C:15]([C:17]3[CH:22]=[CH:21][C:20]([C:23]4[CH:28]=[CH:27][CH:26]=[CH:25][C:24]=4[CH3:29])=[C:19]([CH3:30])[CH:18]=3)=[O:16])[C:8]3[CH:14]=[CH:13][CH:12]=[CH:11][C:9]=3[CH2:10]2)=[CH:1][CH:2]=1)=[O:34]. (7) Given the reactants C([O:4][CH2:5][C@@:6]([NH:41]C(=O)C)([CH3:40])[CH2:7][CH2:8][C:9]1[N:10]([CH2:38][CH3:39])[C:11]([C:14]([O:25]C(=O)CCCC2C=CC(C)=CC=2)=[CH:15][CH2:16][CH2:17][C:18]2[CH:23]=[CH:22][C:21]([CH3:24])=[CH:20][CH:19]=2)=[CH:12][CH:13]=1)(=O)C.O.[OH-].[Li+].C(Cl)Cl, predict the reaction product. The product is: [NH2:41][C@:6]([CH3:40])([CH2:7][CH2:8][C:9]1[N:10]([CH2:38][CH3:39])[C:11]([C:14](=[O:25])[CH2:15][CH2:16][CH2:17][C:18]2[CH:19]=[CH:20][C:21]([CH3:24])=[CH:22][CH:23]=2)=[CH:12][CH:13]=1)[CH2:5][OH:4]. (8) The product is: [OH:1][CH:2]1[C:11]2[CH:10]=[C:9]([NH:12][C:13](=[O:19])[O:14][C:15]([CH3:17])([CH3:16])[CH3:18])[CH:8]=[CH:7][C:6]=2[CH2:5][CH2:4][CH2:3]1. Given the reactants [O:1]=[C:2]1[C:11]2[CH:10]=[C:9]([NH:12][C:13](=[O:19])[O:14][C:15]([CH3:18])([CH3:17])[CH3:16])[CH:8]=[CH:7][C:6]=2[CH2:5][CH2:4][CH2:3]1.CO.[BH4-].[Na+], predict the reaction product. (9) Given the reactants [N:1]([C:4]1[CH:5]=[C:6]([CH:10]=[CH:11][C:12]=1[CH3:13])[C:7]([OH:9])=[O:8])=[N+:2]=[N-:3].[CH3:14][C:15]1[C:20]([C:21]#[CH:22])=[CH:19][CH:18]=[CH:17][N:16]=1.CC1C=C(C=C(N2C=C(C3C=NC=CC=3)N=N2)C=1C)C(O)=O, predict the reaction product. The product is: [CH3:13][C:12]1[CH:11]=[CH:10][C:6]([C:7]([OH:9])=[O:8])=[CH:5][C:4]=1[N:1]1[CH:22]=[C:21]([C:20]2[C:15]([CH3:14])=[N:16][CH:17]=[CH:18][CH:19]=2)[N:3]=[N:2]1.